From a dataset of Reaction yield outcomes from USPTO patents with 853,638 reactions. Predict the reaction yield, written as a fraction of the theoretical maximum amount of product (1.0 means a 100% yield; for example, 0.34 means a 34% yield). (1) The reactants are Br[CH2:2][C:3]1[CH:8]=[CH:7][C:6]([F:9])=[CH:5][C:4]=1[S:10]([N:13]([CH3:15])[CH3:14])(=[O:12])=[O:11].[N-:16]=[N+:17]=[N-:18].[Na+]. The catalyst is CN(C)C=O. The product is [N:16]([CH2:2][C:3]1[CH:8]=[CH:7][C:6]([F:9])=[CH:5][C:4]=1[S:10]([N:13]([CH3:15])[CH3:14])(=[O:12])=[O:11])=[N+:17]=[N-:18]. The yield is 0.870. (2) The reactants are [Cl:1][C:2]1[CH:3]=[C:4]([C:12]2[O:16][N:15]=[C:14]([C:17]3[CH:18]=[CH:19][C:20]4[O:24][C:23]([C:25]5([NH:33]C(=O)OC(C)(C)C)[CH2:30][O:29]C(C)(C)[O:27][CH2:26]5)=[CH:22][C:21]=4[CH:41]=3)[N:13]=2)[CH:5]=[CH:6][C:7]=1[O:8][CH2:9][CH2:10][CH3:11].CCO. The yield is 0.460. The catalyst is C(Cl)Cl. The product is [NH2:33][C:25]([C:23]1[O:24][C:20]2[CH:19]=[CH:18][C:17]([C:14]3[N:13]=[C:12]([C:4]4[CH:5]=[CH:6][C:7]([O:8][CH2:9][CH2:10][CH3:11])=[C:2]([Cl:1])[CH:3]=4)[O:16][N:15]=3)=[CH:41][C:21]=2[CH:22]=1)([CH2:26][OH:27])[CH2:30][OH:29]. (3) The reactants are FC(F)(F)C(O)=O.C(OC(=O)[NH:14][C:15]1[CH:16]=[N:17][CH:18]=[C:19]([C:21]#[C:22][C:23]2[CH:28]=[CH:27][CH:26]=[C:25]([C:29]#[N:30])[CH:24]=2)[CH:20]=1)(C)(C)C.C(=O)([O-])[O-].[K+].[K+].O. The catalyst is ClCCl. The product is [NH2:14][C:15]1[CH:20]=[C:19]([C:21]#[C:22][C:23]2[CH:24]=[C:25]([CH:26]=[CH:27][CH:28]=2)[C:29]#[N:30])[CH:18]=[N:17][CH:16]=1. The yield is 0.880. (4) The reactants are C([O:3][C:4](=[O:26])[CH2:5][O:6][C:7]1([C:22]([F:25])([F:24])[F:23])[C:19]2[CH:18]=[C:17]([F:20])[CH:16]=[C:15]([Cl:21])[C:14]=2[C:13]2[C:8]1=[CH:9][CH:10]=[CH:11][CH:12]=2)C.[OH-].[Na+]. The catalyst is C(O)C. The product is [Cl:21][C:15]1[C:14]2[C:13]3[C:8](=[CH:9][CH:10]=[CH:11][CH:12]=3)[C:7]([C:22]([F:23])([F:24])[F:25])([O:6][CH2:5][C:4]([OH:26])=[O:3])[C:19]=2[CH:18]=[C:17]([F:20])[CH:16]=1. The yield is 0.900. (5) The reactants are [N+:1]([C:4]1[CH:12]=[CH:11][CH:10]=[C:6]([C:7]([OH:9])=O)[C:5]=1[OH:13])([O-:3])=[O:2].C(Cl)(=O)C(Cl)=O.[CH3:20][N:21]1[CH2:26][CH2:25][NH:24][CH2:23][CH2:22]1. The yield is 0.750. The product is [N+:1]([C:4]1[C:5]([OH:13])=[C:6]([C:7]([N:24]2[CH2:25][CH2:26][N:21]([CH3:20])[CH2:22][CH2:23]2)=[O:9])[CH:10]=[CH:11][CH:12]=1)([O-:3])=[O:2]. The catalyst is CN(C=O)C.C(Cl)Cl. (6) The reactants are Cl.[F:2][C:3]1[CH:8]=[CH:7][C:6]([NH:9][NH2:10])=[CH:5][CH:4]=1.Br[C:12]1[CH:17]=[CH:16][C:15]([C:18]2[CH:23]=[CH:22][CH:21]=[CH:20][CH:19]=2)=[CH:14][CH:13]=1.CC([O-])(C)C.[Na+].C(NC(C)C)(C)C. The catalyst is CC([O-])=O.CC([O-])=O.[Pd+2].C1C=CC(P(C2C(C3C(P(C4C=CC=CC=4)C4C=CC=CC=4)=CC=C4C=3C=CC=C4)=C3C(C=CC=C3)=CC=2)C2C=CC=CC=2)=CC=1. The product is [F:2][C:3]1[CH:8]=[CH:7][C:6]([N:9]([C:21]2[CH:22]=[CH:23][C:18]([C:15]3[CH:16]=[CH:17][CH:12]=[CH:13][CH:14]=3)=[CH:19][CH:20]=2)[NH2:10])=[CH:5][CH:4]=1. The yield is 0.790.